Dataset: Reaction yield outcomes from USPTO patents with 853,638 reactions. Task: Predict the reaction yield, written as a fraction of the theoretical maximum amount of product (1.0 means a 100% yield; for example, 0.34 means a 34% yield). (1) The catalyst is CN(C=O)C. The reactants are C12(C3C=C[C:14]([O:15]CC(O)=O)=[CH:13]C=3)CC3CC(CC(C3)C1)C2.[NH2:22][C:23]1[CH:24]=[C:25]([S:29]([NH2:32])(=[O:31])=[O:30])[CH:26]=[CH:27][CH:28]=1.C(N(CC)C(C)C)(C)C.F[P-](F)(F)(F)(F)F.N1(O[P+](N2CCCC2)(N2CCCC2)N2CCCC2)C2C=CC=CC=2N=N1. The product is [S:29]([C:25]1[CH:24]=[C:23]([NH:22][C:14](=[O:15])[CH3:13])[CH:28]=[CH:27][CH:26]=1)(=[O:30])(=[O:31])[NH2:32]. The yield is 0.187. (2) The reactants are [CH3:1][CH:2]1[CH2:6][C:5]2[C:7]([CH3:19])=[C:8]([N:13]3[CH2:18][CH2:17][NH:16][CH2:15][CH2:14]3)[C:9]([CH3:12])=[C:10]([CH3:11])[C:4]=2[O:3]1.[Br:20][C:21]1[CH:26]=[CH:25][C:24](Br)=[CH:23][CH:22]=1. No catalyst specified. The product is [Br:20][C:21]1[CH:26]=[CH:25][C:24]([N:16]2[CH2:15][CH2:14][N:13]([C:8]3[C:9]([CH3:12])=[C:10]([CH3:11])[C:4]4[O:3][CH:2]([CH3:1])[CH2:6][C:5]=4[C:7]=3[CH3:19])[CH2:18][CH2:17]2)=[CH:23][CH:22]=1. The yield is 0.550.